From a dataset of Reaction yield outcomes from USPTO patents with 853,638 reactions. Predict the reaction yield, written as a fraction of the theoretical maximum amount of product (1.0 means a 100% yield; for example, 0.34 means a 34% yield). (1) The reactants are Cl.Cl.[CH3:3][C@H:4]1[CH2:9][NH:8][CH2:7][CH2:6][N:5]1[CH:10]1[C:18]2[C:13](=[CH:14][CH:15]=[C:16]([C:19]([F:22])([F:21])[F:20])[CH:17]=2)[CH2:12][CH2:11]1.O=[C:24]1[CH2:29][CH2:28][N:27]([C:30]([O:32][C:33]([CH3:36])([CH3:35])[CH3:34])=[O:31])[CH2:26][CH2:25]1.[C-:37]#[N:38].C([Al+]CC)C. The catalyst is ClCCl.CC(C)[O-].CC(C)[O-].CC(C)[O-].CC(C)[O-].[Ti+4]. The product is [C:37]([C:24]1([N:8]2[CH2:7][CH2:6][N:5]([CH:10]3[C:18]4[C:13](=[CH:14][CH:15]=[C:16]([C:19]([F:22])([F:20])[F:21])[CH:17]=4)[CH2:12][CH2:11]3)[C@@H:4]([CH3:3])[CH2:9]2)[CH2:29][CH2:28][N:27]([C:30]([O:32][C:33]([CH3:36])([CH3:35])[CH3:34])=[O:31])[CH2:26][CH2:25]1)#[N:38]. The yield is 0.980. (2) The product is [F:63][C:59]1[CH:58]=[C:57]([C@@H:50]([C@@H:51]2[CH2:52][CH2:31][CH2:30][N:29]([C:27](=[O:28])[NH:1][C@@H:2]([CH2:15][CH:16]3[CH2:21][CH2:20][CH2:19][O:18][CH2:17]3)[CH2:3][N:4]([C:5]([O:6][CH2:7][CH2:8][Si:9]([CH3:12])([CH3:11])[CH3:10])=[O:13])[CH3:14])[CH2:33]2)[O:49][CH2:48][CH2:47][NH:46][C:45](=[O:64])[O:44][CH3:43])[CH:62]=[CH:61][CH:60]=1. The reactants are [NH2:1][C@@H:2]([CH2:15][CH:16]1[CH2:21][CH2:20][CH2:19][O:18][CH2:17]1)[CH2:3][N:4]([CH3:14])[C:5](=[O:13])[O:6][CH2:7][CH2:8][Si:9]([CH3:12])([CH3:11])[CH3:10].C1N=CN([C:27]([N:29]2[CH:33]=N[CH:31]=[CH:30]2)=[O:28])C=1.CCN(C(C)C)C(C)C.[CH3:43][O:44][C:45](=[O:64])[NH:46][CH2:47][CH2:48][O:49][CH:50]([C:57]1[CH:62]=[CH:61][CH:60]=[C:59]([F:63])[CH:58]=1)[CH:51]1CCCN[CH2:52]1. The catalyst is C(Cl)Cl. The yield is 0.500. (3) The reactants are [Cl:1][C:2]1[CH:9]=[C:8]([O:10]C)[C:5]([CH:6]=[O:7])=[C:4]([O:12][CH3:13])[CH:3]=1.C(Cl)Cl.B(Br)(Br)Br. No catalyst specified. The product is [Cl:1][C:2]1[CH:3]=[C:4]([O:12][CH3:13])[C:5]([CH:6]=[O:7])=[C:8]([OH:10])[CH:9]=1. The yield is 0.990. (4) The product is [F:1][C:2]1[CH:10]=[CH:9][CH:8]=[C:7]2[C:3]=1[C:4]([I:11])=[N:5][NH:6]2. The catalyst is CN(C)C=O. The reactants are [F:1][C:2]1[CH:10]=[CH:9][CH:8]=[C:7]2[C:3]=1[CH:4]=[N:5][NH:6]2.[I:11]I.[OH-].[K+]. The yield is 0.830.